Dataset: Full USPTO retrosynthesis dataset with 1.9M reactions from patents (1976-2016). Task: Predict the reactants needed to synthesize the given product. (1) Given the product [ClH:37].[CH:1]1([C:4]2[N:8]([C:9]3[CH:10]=[CH:11][C:12]([NH:15][C:16]([C:18]4[CH:19]=[C:20]5[C:25](=[CH:26][CH:27]=4)[N:24]=[CH:23][CH:22]=[CH:21]5)=[O:17])=[CH:13][CH:14]=3)[N:7]=[C:6]([C:28]([F:30])([F:29])[F:31])[CH:5]=2)[CH2:3][CH2:2]1, predict the reactants needed to synthesize it. The reactants are: [CH:1]1([C:4]2[N:8]([C:9]3[CH:14]=[CH:13][C:12]([NH:15][C:16]([C:18]4[CH:19]=[C:20]5[C:25](=[CH:26][CH:27]=4)[N:24]=[CH:23][CH:22]=[CH:21]5)=[O:17])=[CH:11][CH:10]=3)[N:7]=[C:6]([C:28]([F:31])([F:30])[F:29])[CH:5]=2)[CH2:3][CH2:2]1.C1COCC1.[ClH:37]. (2) Given the product [ClH:30].[NH2:22][C@@H:10]([CH2:9][C:4]1[CH:5]=[CH:6][C:7]([OH:8])=[C:2]([OH:1])[CH:3]=1)[C:11]([O:13][C@H:14]([CH3:21])[C@H:15]([O:17][C:18](=[O:20])[CH3:19])[CH3:16])=[O:12], predict the reactants needed to synthesize it. The reactants are: [OH:1][C:2]1[CH:3]=[C:4]([CH2:9][C@H:10]([NH:22]C(OC(C)(C)C)=O)[C:11]([O:13][C@H:14]([CH3:21])[C@H:15]([O:17][C:18](=[O:20])[CH3:19])[CH3:16])=[O:12])[CH:5]=[CH:6][C:7]=1[OH:8].[ClH:30]. (3) The reactants are: [CH:1]1[C:14]2[C:13](=[CH:15][C:16]([NH:18][CH2:19][CH2:20][CH2:21][CH2:22][CH2:23][C:24]([OH:26])=O)=[O:17])[C:12]3[C:7](=[CH:8][CH:9]=[CH:10][CH:11]=3)[O:6][C:5]=2[CH:4]=[CH:3][CH:2]=1.Cl.C(N=C=NCCCN(C)C)C.O[C:40]1[C:48]2[N:47]=N[NH:45][C:44]=2[CH:43]=[CH:42][CH:41]=1.C(N(CC)CC)C.C1(N)C=CC=CC=1N. Given the product [CH:11]1[C:12]2[C:13](=[CH:15][C:16]([NH:18][CH2:19][CH2:20][CH2:21][CH2:22][CH2:23][C:24]([NH:45][C:44]3[CH:43]=[CH:42][CH:41]=[CH:40][C:48]=3[NH2:47])=[O:26])=[O:17])[C:14]3[C:1](=[CH:2][CH:3]=[CH:4][CH:5]=3)[O:6][C:7]=2[CH:8]=[CH:9][CH:10]=1, predict the reactants needed to synthesize it.